Predict the product of the given reaction. From a dataset of Forward reaction prediction with 1.9M reactions from USPTO patents (1976-2016). (1) Given the reactants [O:1]1[CH2:3][CH:2]1[C:4]1[CH:5]=[CH:6][C:7]2[C:8]3[CH2:17][CH2:16][CH2:15][C:9]=3[C:10](=[O:14])[NH:11][C:12]=2[CH:13]=1.[Mg].C(O)(=O)C.Cl, predict the reaction product. The product is: [OH:1][CH2:3][CH2:2][C:4]1[CH:5]=[CH:6][C:7]2[CH:8]3[CH2:17][CH2:16][CH2:15][CH:9]3[C:10](=[O:14])[NH:11][C:12]=2[CH:13]=1. (2) Given the reactants [Cl:1][C:2]1[CH:7]=[C:6](/[N:8]=[C:9](/[NH:12][C:13]#[N:14])\SC)[CH:5]=[C:4]([C:15]([F:18])([F:17])[F:16])[C:3]=1[C:19]1[CH2:24][CH2:23][N:22]([C:25]([O:27][C:28]([CH3:31])([CH3:30])[CH3:29])=[O:26])[CH2:21][CH:20]=1.[NH2:32][NH2:33], predict the reaction product. The product is: [NH2:14][C:13]1[NH:33][N:32]=[C:9]([NH:8][C:6]2[CH:5]=[C:4]([C:15]([F:18])([F:17])[F:16])[C:3]([C:19]3[CH2:24][CH2:23][N:22]([C:25]([O:27][C:28]([CH3:31])([CH3:30])[CH3:29])=[O:26])[CH2:21][CH:20]=3)=[C:2]([Cl:1])[CH:7]=2)[N:12]=1. (3) Given the reactants [Cl:1][C:2]1[C:7]([N:8]2[CH2:13][CH2:12][CH:11]([C:14]3[CH:19]=[CH:18][C:17]([O:20][CH3:21])=[CH:16][C:15]=3[O:22][CH3:23])[CH2:10][CH2:9]2)=[CH:6][N:5]=[N:4][C:3]=1[NH:24][NH:25][C:26](=O)[CH2:27][C:28]([F:31])([F:30])[F:29].P(Cl)(Cl)(Cl)=O, predict the reaction product. The product is: [Cl:1][C:2]1[C:3]2[N:4]([C:26]([CH2:27][C:28]([F:30])([F:31])[F:29])=[N:25][N:24]=2)[N:5]=[CH:6][C:7]=1[N:8]1[CH2:13][CH2:12][CH:11]([C:14]2[CH:19]=[CH:18][C:17]([O:20][CH3:21])=[CH:16][C:15]=2[O:22][CH3:23])[CH2:10][CH2:9]1. (4) The product is: [C:36]1([CH3:46])[CH:37]=[CH:38][C:39]([S:42]([OH:45])(=[O:43])=[O:44])=[CH:40][CH:41]=1.[NH2:18][CH2:17][C:8]1([CH2:7][C:6]([OH:26])=[O:5])[CH2:14][CH:13]2[CH:9]1[CH:10]=[C:11]([CH2:15][CH3:16])[CH2:12]2. Given the reactants C([O:5][C:6](=[O:26])[CH2:7][C:8]1([CH2:17][NH:18]C(OC(C)(C)C)=O)[CH2:14][CH:13]2[CH:9]1[CH:10]=[C:11]([CH2:15][CH3:16])[CH2:12]2)(C)(C)C.C1(SC)C=CC=CC=1.O.[C:36]1([CH3:46])[CH:41]=[CH:40][C:39]([S:42]([OH:45])(=[O:44])=[O:43])=[CH:38][CH:37]=1, predict the reaction product. (5) The product is: [CH3:11][N:8]1[C:9]2[C:5](=[CH:4][CH:3]=[C:2]([C:20]3[CH:19]=[CH:18][N:17]=[C:16]([CH3:15])[CH:21]=3)[CH:10]=2)[C:6]([CH3:14])([CH3:13])[C:7]1=[O:12]. Given the reactants Br[C:2]1[CH:10]=[C:9]2[C:5]([C:6]([CH3:14])([CH3:13])[C:7](=[O:12])[N:8]2[CH3:11])=[CH:4][CH:3]=1.[CH3:15][C:16]1[CH:21]=[C:20](B(O)O)[CH:19]=[CH:18][N:17]=1, predict the reaction product. (6) Given the reactants [CH2:1]([N:3]([CH:14]1[CH2:23][CH2:22][C:17]2(OCC[O:18]2)[CH2:16][CH2:15]1)[C:4](=[O:13])[O:5][CH2:6][C:7]1[CH:12]=[CH:11][CH:10]=[CH:9][CH:8]=1)[CH3:2].Cl, predict the reaction product. The product is: [CH2:1]([N:3]([CH:14]1[CH2:23][CH2:22][C:17](=[O:18])[CH2:16][CH2:15]1)[C:4](=[O:13])[O:5][CH2:6][C:7]1[CH:12]=[CH:11][CH:10]=[CH:9][CH:8]=1)[CH3:2]. (7) Given the reactants [C:1]1([CH3:21])[CH:6]=[CH:5][C:4]([C:7]2[N:12]=[C:11]([C:13]3[CH:14]=C([CH:18]=[CH:19][CH:20]=3)C#N)[CH:10]=[CH:9][N:8]=2)=[CH:3][CH:2]=1.[OH-:22].[Na+].[CH2:24]([OH:26])[CH3:25], predict the reaction product. The product is: [C:1]1([CH3:21])[CH:6]=[CH:5][C:4]([C:7]2[N:12]=[C:11]([C:13]3[CH:14]=[C:25]([CH:18]=[CH:19][CH:20]=3)[C:24]([OH:22])=[O:26])[CH:10]=[CH:9][N:8]=2)=[CH:3][CH:2]=1. (8) The product is: [C:29]([O:28][C:26](=[O:27])[C@H:25]([NH:22][C:23]([O:21][C:15]1[CH:16]=[C:17]([F:20])[CH:18]=[CH:19][C:14]=1/[CH:13]=[C:9]1\[C:10](=[O:12])[N:11]=[C:7]([N:1]2[CH2:6][CH2:5][CH2:4][CH2:3][NH:2]2)[S:8]\1)=[O:24])[CH:33]([CH3:34])[CH3:35])([CH3:31])([CH3:32])[CH3:30]. Given the reactants [N:1]1([C:7]2[S:8]/[C:9](=[CH:13]\[C:14]3[CH:19]=[CH:18][C:17]([F:20])=[CH:16][C:15]=3[OH:21])/[C:10](=[O:12])[N:11]=2)[CH2:6][CH2:5][CH2:4][CH2:3][NH:2]1.[N:22]([C@H:25]([CH:33]([CH3:35])[CH3:34])[C:26]([O:28][C:29]([CH3:32])([CH3:31])[CH3:30])=[O:27])=[C:23]=[O:24], predict the reaction product. (9) Given the reactants [CH3:1][N:2]1[CH2:7][CH2:6][N:5]([C:8]2[CH:9]=[C:10]([CH2:14][C:15]([NH2:17])=[O:16])[CH:11]=[N:12][CH:13]=2)[CH2:4][CH2:3]1.C[O:19][C:20](=O)[C:21]([C:23]1[C:31]2[C:26](=[C:27]([CH3:32])[CH:28]=[CH:29][CH:30]=2)[NH:25][CH:24]=1)=O.CC([O-])(C)C.[K+].[NH4+].[Cl-], predict the reaction product. The product is: [CH3:32][C:27]1[CH:28]=[CH:29][CH:30]=[C:31]2[C:26]=1[NH:25][CH:24]=[C:23]2[C:21]1[C:20](=[O:19])[NH:17][C:15](=[O:16])[C:14]=1[C:10]1[CH:11]=[N:12][CH:13]=[C:8]([N:5]2[CH2:6][CH2:7][N:2]([CH3:1])[CH2:3][CH2:4]2)[CH:9]=1. (10) Given the reactants [Cl:1][C:2]1[CH:11]=[C:10]2[C:5]([CH:6]=[CH:7][N:8]([CH2:13][C:14]3[CH:19]=[CH:18][C:17]([O:20][CH3:21])=[CH:16][CH:15]=3)[C:9]2=[O:12])=[CH:4][C:3]=1[O:22][CH:23]1[CH2:32][CH2:31][C:26]2(OCC[O:27]2)[CH2:25][CH2:24]1.C(=O)(O)[O-].[Na+], predict the reaction product. The product is: [Cl:1][C:2]1[CH:11]=[C:10]2[C:5]([CH:6]=[CH:7][N:8]([CH2:13][C:14]3[CH:15]=[CH:16][C:17]([O:20][CH3:21])=[CH:18][CH:19]=3)[C:9]2=[O:12])=[CH:4][C:3]=1[O:22][CH:23]1[CH2:24][CH2:25][C:26](=[O:27])[CH2:31][CH2:32]1.